This data is from Catalyst prediction with 721,799 reactions and 888 catalyst types from USPTO. The task is: Predict which catalyst facilitates the given reaction. (1) Reactant: [CH2:1]([N:8]1[CH2:12][CH2:11][C@H:10]([OH:13])[CH2:9]1)[C:2]1[CH:7]=[CH:6][CH:5]=[CH:4][CH:3]=1.C(N(CC)CC)C.[CH3:21][S:22](Cl)(=[O:24])=[O:23].C(=O)(O)[O-].[Na+]. Product: [CH2:1]([N:8]1[CH2:12][CH2:11][C@H:10]([O:13][S:22]([CH3:21])(=[O:24])=[O:23])[CH2:9]1)[C:2]1[CH:3]=[CH:4][CH:5]=[CH:6][CH:7]=1. The catalyst class is: 11. (2) Reactant: [CH3:1][O:2][C:3](=[O:12])[CH2:4][C:5]1[CH:10]=[CH:9][C:8]([OH:11])=[CH:7][CH:6]=1.I[CH2:14][CH2:15][CH3:16].C(=O)([O-])[O-].[Cs+].[Cs+].CN(C)C=O. Product: [CH3:1][O:2][C:3](=[O:12])[CH2:4][C:5]1[CH:10]=[CH:9][C:8]([O:11][CH2:14][CH2:15][CH3:16])=[CH:7][CH:6]=1. The catalyst class is: 6.